From a dataset of Forward reaction prediction with 1.9M reactions from USPTO patents (1976-2016). Predict the product of the given reaction. Given the reactants Cl.CC1(C)[O:7][CH:6]([CH2:8][N:9]2[C:18]3[C:13](=[CH:14][CH:15]=[CH:16][CH:17]=3)[CH2:12][CH:11]([NH:19][C:20]([C:22]3[NH:26][C:25]4[S:27][C:28]([Cl:30])=[CH:29][C:24]=4[CH:23]=3)=[O:21])[C:10]2=[O:31])[CH2:5][O:4]1, predict the reaction product. The product is: [Cl:30][C:28]1[S:27][C:25]2[NH:26][C:22]([C:20]([NH:19][CH:11]3[CH2:12][C:13]4[C:18](=[CH:17][CH:16]=[CH:15][CH:14]=4)[N:9]([CH2:8][CH:6]([OH:7])[CH2:5][OH:4])[C:10]3=[O:31])=[O:21])=[CH:23][C:24]=2[CH:29]=1.